This data is from Catalyst prediction with 721,799 reactions and 888 catalyst types from USPTO. The task is: Predict which catalyst facilitates the given reaction. Reactant: [NH2:1][C:2]1[CH:3]=[C:4]([CH:9]=[CH:10][C:11]=1[Cl:12])[C:5]([O:7][CH3:8])=[O:6].[Br:13]N1C(=O)CCC1=O.C(OCC)(=O)C.C(OCC)C. Product: [NH2:1][C:2]1[C:11]([Cl:12])=[CH:10][C:9]([Br:13])=[C:4]([CH:3]=1)[C:5]([O:7][CH3:8])=[O:6]. The catalyst class is: 9.